From a dataset of Forward reaction prediction with 1.9M reactions from USPTO patents (1976-2016). Predict the product of the given reaction. (1) Given the reactants [H-].[Na+].[Br:3][C:4]1[NH:5][CH:6]=[C:7]([Br:9])[N:8]=1.[CH3:10][Si:11]([CH2:14][CH2:15][O:16][CH2:17]Cl)([CH3:13])[CH3:12], predict the reaction product. The product is: [Br:3][C:4]1[N:5]([CH2:17][O:16][CH2:15][CH2:14][Si:11]([CH3:13])([CH3:12])[CH3:10])[CH:6]=[C:7]([Br:9])[N:8]=1. (2) The product is: [CH2:1]1[CH2:12][O:11][C:10]2[CH:9]=[CH:8][C:5]([CH:6]=[N+:19]([CH:13]3[CH2:18][CH2:17][CH2:16][CH2:15][CH2:14]3)[O-:20])=[CH:4][C:3]=2[O:2]1. Given the reactants [CH2:1]1[CH2:12][O:11][C:10]2[CH:9]=[CH:8][C:5]([CH:6]=O)=[CH:4][C:3]=2[O:2]1.[CH:13]1([NH:19][OH:20])[CH2:18][CH2:17][CH2:16][CH2:15][CH2:14]1, predict the reaction product. (3) Given the reactants N(C(C)C)C(C)C.[Li]CCCC.[SnH:13]([CH2:22][CH2:23][CH2:24][CH3:25])([CH2:18][CH2:19][CH2:20][CH3:21])[CH2:14][CH2:15][CH2:16][CH3:17].C(=O)=O.C([Cu])#N.[CH3:32][O:33][C:34](=[O:52])[C:35]#[C:36][CH2:37][CH2:38][CH2:39][CH2:40][CH2:41][CH2:42][CH2:43][CH2:44][O:45][CH:46]1[CH2:51][CH2:50][CH2:49][CH2:48][O:47]1, predict the reaction product. The product is: [O:47]1[CH2:48][CH2:49][CH2:50][CH2:51][CH:46]1[O:45][CH2:44][CH2:43][CH2:42][CH2:41][CH2:40][CH2:39][CH2:38][CH2:37]/[C:36](/[Sn:13]([CH2:18][CH2:19][CH2:20][CH3:21])([CH2:22][CH2:23][CH2:24][CH3:25])[CH2:14][CH2:15][CH2:16][CH3:17])=[CH:35]\[C:34]([O:33][CH3:32])=[O:52].